The task is: Predict the product of the given reaction.. This data is from Forward reaction prediction with 1.9M reactions from USPTO patents (1976-2016). (1) Given the reactants [CH3:1][O:2][C:3]1[CH:14]=[CH:13][C:6]([CH2:7][C:8]2[N:12]=[CH:11][NH:10][N:9]=2)=[CH:5][CH:4]=1.[I:15]I, predict the reaction product. The product is: [I:15][C:14]1[CH:13]=[C:6]([CH:5]=[CH:4][C:3]=1[O:2][CH3:1])[CH2:7][C:8]1[N:12]=[CH:11][NH:10][N:9]=1. (2) Given the reactants Cl[C:2]1[C:11]2[C:6](=[CH:7][CH:8]=[CH:9][CH:10]=2)[C:5]([C:12]2[S:13][C:14]([CH3:18])=[C:15]([CH3:17])[CH:16]=2)=[N:4][N:3]=1.[CH3:19][O:20][C:21]1[CH:30]=[C:29]2[C:24]([C:25]([O:31][C:32]3[CH:37]=[CH:36][C:35]([NH2:38])=[CH:34][CH:33]=3)=[CH:26][CH:27]=[N:28]2)=[N:23][CH:22]=1, predict the reaction product. The product is: [CH3:17][C:15]1[CH:16]=[C:12]([C:5]2[C:6]3[C:11](=[CH:10][CH:9]=[CH:8][CH:7]=3)[C:2]([NH:38][C:35]3[CH:34]=[CH:33][C:32]([O:31][C:25]4[C:24]5[C:29](=[CH:30][C:21]([O:20][CH3:19])=[CH:22][N:23]=5)[N:28]=[CH:27][CH:26]=4)=[CH:37][CH:36]=3)=[N:3][N:4]=2)[S:13][C:14]=1[CH3:18]. (3) Given the reactants Br[C:2]1[CH:7]=[CH:6][CH:5]=[CH:4][C:3]=1[CH2:8][C:9]([OH:11])=[O:10].[CH3:12][C:13]1[CH:19]=[C:18]([CH3:20])[CH:17]=[CH:16][C:14]=1[NH2:15], predict the reaction product. The product is: [CH3:12][C:13]1[CH:19]=[C:18]([CH3:20])[CH:17]=[CH:16][C:14]=1[NH:15][C:2]1[CH:7]=[CH:6][CH:5]=[CH:4][C:3]=1[CH2:8][C:9]([OH:11])=[O:10]. (4) Given the reactants C(OC([N:8]1[CH2:12][CH2:11][C@@H:10]([C:13]([OH:15])=O)[CH2:9]1)=O)(C)(C)C.[CH:16]([N:19](CC)C(C)C)([CH3:18])[CH3:17].ON1C2C=CC=CC=2N=N1.Cl.CN(C)CCCN=C=NCC.CC(N)C, predict the reaction product. The product is: [CH:16]([NH:19][C:13]([C@@H:10]1[CH2:11][CH2:12][NH:8][CH2:9]1)=[O:15])([CH3:18])[CH3:17]. (5) Given the reactants [N:1]1([CH2:14][CH2:15][CH2:16][N:17]2[CH:21]=[C:20]([C:22]3[CH:27]=[C:26]([N+:28]([O-:30])=[O:29])[C:25]([OH:31])=[C:24]([O:32]C)[CH:23]=3)[C:19]([C:34]3[CH:39]=[C:38]([OH:40])[C:37]([OH:41])=[C:36]([N+:42]([O-:44])=[O:43])[CH:35]=3)=[CH:18]2)[CH2:13][CH2:12][CH2:11][CH2:10][CH2:9][CH2:8][CH2:7][CH2:6][CH2:5][CH2:4][CH2:3][CH2:2]1.B(Br)(Br)Br, predict the reaction product. The product is: [N:1]1([CH2:14][CH2:15][CH2:16][N:17]2[CH:21]=[C:20]([C:22]3[CH:23]=[C:24]([OH:32])[C:25]([OH:31])=[C:26]([N+:28]([O-:30])=[O:29])[CH:27]=3)[C:19]([C:34]3[CH:39]=[C:38]([OH:40])[C:37]([OH:41])=[C:36]([N+:42]([O-:44])=[O:43])[CH:35]=3)=[CH:18]2)[CH2:13][CH2:12][CH2:11][CH2:10][CH2:9][CH2:8][CH2:7][CH2:6][CH2:5][CH2:4][CH2:3][CH2:2]1.